From a dataset of Forward reaction prediction with 1.9M reactions from USPTO patents (1976-2016). Predict the product of the given reaction. (1) Given the reactants C(OC(=O)[NH:7][CH2:8][C:9]1[CH:14]=[CH:13][CH:12]=[C:11]([C:15]2[N:16]=[N:17][C:18]([C:21]([F:24])([F:23])[F:22])=[CH:19][CH:20]=2)[CH:10]=1)(C)(C)C.FC(F)(F)C(O)=O, predict the reaction product. The product is: [F:24][C:21]([F:22])([F:23])[C:18]1[N:17]=[N:16][C:15]([C:11]2[CH:10]=[C:9]([CH:14]=[CH:13][CH:12]=2)[CH2:8][NH2:7])=[CH:20][CH:19]=1. (2) The product is: [N:1]1[CH:6]=[CH:5][C:4]([N:7]2[CH2:16][CH2:15][C:10](=[O:11])[CH2:9][CH2:8]2)=[CH:3][CH:2]=1. Given the reactants [N:1]1[CH:6]=[CH:5][C:4]([N:7]2[CH2:16][CH2:15][C:10]3(OCC[O:11]3)[CH2:9][CH2:8]2)=[CH:3][CH:2]=1.[OH-].[Na+], predict the reaction product.